This data is from Full USPTO retrosynthesis dataset with 1.9M reactions from patents (1976-2016). The task is: Predict the reactants needed to synthesize the given product. (1) Given the product [Cl:1][C:2]1[CH:3]=[N:4][C:5]2[N:6]([N:8]=[C:9]([C:11]([N:16]3[CH2:17][CH2:18][C:19]4[NH:23][CH:22]=[C:21]([CH3:24])[C:20]=4[N:15]3[CH3:14])=[O:13])[CH:10]=2)[CH:7]=1, predict the reactants needed to synthesize it. The reactants are: [Cl:1][C:2]1[CH:3]=[N:4][C:5]2[N:6]([N:8]=[C:9]([C:11]([OH:13])=O)[CH:10]=2)[CH:7]=1.[CH3:14][N:15]1[C:20]2[C:21]([CH3:24])=[CH:22][NH:23][C:19]=2[CH2:18][CH2:17][NH:16]1. (2) The reactants are: C([N:8](CC1C=CC=CC=1)[CH2:9][C@H:10]1[CH2:15][CH2:14][C@@H:13]([CH2:16][O:17][C:18]2[CH:23]=[CH:22][CH:21]=[CH:20][CH:19]=2)[CH2:12][CH2:11]1)C1C=CC=CC=1.[ClH:31].CO. Given the product [ClH:31].[O:17]([CH2:16][C@@H:13]1[CH2:14][CH2:15][C@H:10]([CH2:9][NH2:8])[CH2:11][CH2:12]1)[C:18]1[CH:23]=[CH:22][CH:21]=[CH:20][CH:19]=1, predict the reactants needed to synthesize it. (3) Given the product [C:25]([N:8]1[C:9]2=[N:10][C:11]([NH:15][C:16](=[O:24])[C:17]3[CH:22]=[CH:21][C:20]([CH3:23])=[CH:19][CH:18]=3)=[CH:12][CH:13]=[C:14]2[C:6]([C:4]([OH:5])=[O:3])=[CH:7]1)([CH3:28])([CH3:26])[CH3:27], predict the reactants needed to synthesize it. The reactants are: C([O:3][C:4]([C:6]1[C:14]2[C:9](=[N:10][C:11]([NH:15][C:16](=[O:24])[C:17]3[CH:22]=[CH:21][C:20]([CH3:23])=[CH:19][CH:18]=3)=[CH:12][CH:13]=2)[N:8]([C:25]([CH3:28])([CH3:27])[CH3:26])[CH:7]=1)=[O:5])C.[OH-].[Na+]. (4) Given the product [N+:2](=[C:11]1[C:10](=[O:20])[C:18]2[C:13](=[CH:14][CH:15]=[CH:16][CH:17]=2)[C:12]1=[O:19])=[N-:3], predict the reactants needed to synthesize it. The reactants are: [N-]=[N+:2]=[N-:3].[Na+].CS(Cl)(=O)=O.[C:10]1(=[O:20])[C:18]2[C:13](=[CH:14][CH:15]=[CH:16][CH:17]=2)[C:12](=[O:19])[CH2:11]1.C(=O)([O-])[O-].[Cs+].[Cs+].